From a dataset of Full USPTO retrosynthesis dataset with 1.9M reactions from patents (1976-2016). Predict the reactants needed to synthesize the given product. Given the product [C:16]([O:12][CH2:11][C@H:9]1[O:10][C@H:2]([O:1][CH2:13][CH:14]=[CH2:15])[C@H:3]([OH:4])[C@@H:5]([OH:6])[C@H:7]1[OH:8])([C:17]1[CH:22]=[CH:21][CH:20]=[CH:19][CH:18]=1)([C:29]1[CH:30]=[CH:31][CH:32]=[CH:33][CH:34]=1)[C:23]1[CH:24]=[CH:25][CH:26]=[CH:27][CH:28]=1, predict the reactants needed to synthesize it. The reactants are: [O:1]([CH2:13][CH:14]=[CH2:15])[C@H:2]1[O:10][C@H:9]([CH2:11][OH:12])[C@H:7]([OH:8])[C@H:5]([OH:6])[C@H:3]1[OH:4].[C:16](Cl)([C:29]1[CH:34]=[CH:33][CH:32]=[CH:31][CH:30]=1)([C:23]1[CH:28]=[CH:27][CH:26]=[CH:25][CH:24]=1)[C:17]1[CH:22]=[CH:21][CH:20]=[CH:19][CH:18]=1.